Dataset: HIV replication inhibition screening data with 41,000+ compounds from the AIDS Antiviral Screen. Task: Binary Classification. Given a drug SMILES string, predict its activity (active/inactive) in a high-throughput screening assay against a specified biological target. The drug is CCC1CN2CCc3cc(OC)c(OC)cc3C2CC1CC1NCCc2c1[nH]c1ccc(O)cc21. The result is 0 (inactive).